From a dataset of Reaction yield outcomes from USPTO patents with 853,638 reactions. Predict the reaction yield, written as a fraction of the theoretical maximum amount of product (1.0 means a 100% yield; for example, 0.34 means a 34% yield). (1) The reactants are CSC.B.[CH3:5][N:6]([CH2:10][C:11]1[CH:18]=[CH:17][C:14]([C:15]#[N:16])=[CH:13][CH:12]=1)[CH:7]([CH3:9])[CH3:8].CO.Cl. The catalyst is C1COCC1. The product is [CH3:5][N:6]([CH2:10][C:11]1[CH:12]=[CH:13][C:14]([CH2:15][NH2:16])=[CH:17][CH:18]=1)[CH:7]([CH3:9])[CH3:8]. The yield is 0.820. (2) The reactants are C([O-])([O-])=O.[Na+].[Na+].Cl.[N+:8]([C:11]1[CH:12]=[C:13]([CH:16]=[CH:17][CH:18]=1)[CH2:14][NH2:15])([O-:10])=[O:9].Cl[C:20]([O:22][C@H:23]1[CH2:27][CH2:26][O:25][CH2:24]1)=[O:21].ClC([O-])=O. The catalyst is C1(C)C=CC=CC=1.O. The product is [N+:8]([C:11]1[CH:12]=[C:13]([CH:16]=[CH:17][CH:18]=1)[CH2:14][NH:15][C:20](=[O:21])[O:22][C@H:23]1[CH2:27][CH2:26][O:25][CH2:24]1)([O-:10])=[O:9]. The yield is 0.944. (3) The yield is 0.950. The reactants are [F:1][C:2]1[C:7]([O:8][CH3:9])=[CH:6][C:5]([O:10][CH3:11])=[C:4]([F:12])[C:3]=1[C:13]#[C:14][Si](C)(C)C.CO.[F-].[Cs+]. The catalyst is O1CCCC1. The product is [C:13]([C:3]1[C:2]([F:1])=[C:7]([O:8][CH3:9])[CH:6]=[C:5]([O:10][CH3:11])[C:4]=1[F:12])#[CH:14].